This data is from Reaction yield outcomes from USPTO patents with 853,638 reactions. The task is: Predict the reaction yield, written as a fraction of the theoretical maximum amount of product (1.0 means a 100% yield; for example, 0.34 means a 34% yield). (1) The reactants are [CH2:1]([O:8][C:9]1[CH:14]=[CH:13][CH:12]=[CH:11][C:10]=1[C:15]1[O:16][C@H:17]([CH3:23])[C@@H:18]([C:20]([O-:22])=[O:21])[N:19]=1)[C:2]1[CH:7]=[CH:6][CH:5]=[CH:4][CH:3]=1.[Na+:24].[OH-].[Na+]. The catalyst is CO. The product is [CH2:1]([O:8][C:9]1[CH:14]=[CH:13][CH:12]=[CH:11][C:10]=1[C:15]1[O:16][C@H:17]([CH3:23])[C@H:18]([C:20]([O-:22])=[O:21])[N:19]=1)[C:2]1[CH:3]=[CH:4][CH:5]=[CH:6][CH:7]=1.[Na+:24]. The yield is 0.955. (2) The reactants are Cl[C:2]([O:4][CH2:5][C:6]1[CH:11]=[CH:10][CH:9]=[CH:8][CH:7]=1)=[O:3].[NH:12]1[CH2:17][CH2:16][CH2:15][CH:14]([C:18]([O:20][CH2:21][CH3:22])=[O:19])[CH2:13]1.C(N(CC)CC)C. The catalyst is C(Cl)Cl. The product is [N:12]1([C:2]([O:4][CH2:5][C:6]2[CH:11]=[CH:10][CH:9]=[CH:8][CH:7]=2)=[O:3])[CH2:17][CH2:16][CH2:15][CH:14]([C:18]([O:20][CH2:21][CH3:22])=[O:19])[CH2:13]1. The yield is 0.970. (3) The reactants are C(=O)([O-])[O-].[K+].[K+].[CH3:7][N:8]1[CH2:13][CH2:12][N:11]([C:14]2[CH:19]=[CH:18][C:17]([C:20]#[C:21][Si](C)(C)C)=[CH:16][N:15]=2)[CH2:10][CH2:9]1. The catalyst is CO. The product is [C:20]([C:17]1[CH:18]=[CH:19][C:14]([N:11]2[CH2:12][CH2:13][N:8]([CH3:7])[CH2:9][CH2:10]2)=[N:15][CH:16]=1)#[CH:21]. The yield is 1.00.